Dataset: Full USPTO retrosynthesis dataset with 1.9M reactions from patents (1976-2016). Task: Predict the reactants needed to synthesize the given product. (1) Given the product [C:37]([CH2:36][N:31]1[CH2:32][CH2:33][N:28]([CH2:27][CH2:26][CH2:25][O:24][C:18]2[CH:17]=[C:16]3[C:21]([C:12]([O:11][C:10]4[C:2]([F:1])=[C:3]5[C:7](=[CH:8][CH:9]=4)[NH:6][C:5]([CH3:34])=[CH:4]5)=[N:13][CH:14]=[N:15]3)=[CH:20][C:19]=2[O:22][CH3:23])[CH2:29][CH2:30]1)(=[O:38])[NH2:39], predict the reactants needed to synthesize it. The reactants are: [F:1][C:2]1[C:10]([O:11][C:12]2[C:21]3[C:16](=[CH:17][C:18]([O:24][CH2:25][CH2:26][CH2:27][N:28]4[CH2:33][CH2:32][NH:31][CH2:30][CH2:29]4)=[C:19]([O:22][CH3:23])[CH:20]=3)[N:15]=[CH:14][N:13]=2)=[CH:9][CH:8]=[C:7]2[C:3]=1[CH:4]=[C:5]([CH3:34])[NH:6]2.I[CH2:36][C:37]([NH2:39])=[O:38]. (2) Given the product [NH2:21][C:18]1[CH:19]=[CH:20][C:15]([N:12]2[CH2:13][CH2:14][CH:10]([N:2]([CH3:1])[C:3](=[O:9])[O:4][C:5]([CH3:6])([CH3:7])[CH3:8])[CH2:11]2)=[N:16][CH:17]=1, predict the reactants needed to synthesize it. The reactants are: [CH3:1][N:2]([CH:10]1[CH2:14][CH2:13][N:12]([C:15]2[CH:20]=[CH:19][C:18]([N+:21]([O-])=O)=[CH:17][N:16]=2)[CH2:11]1)[C:3](=[O:9])[O:4][C:5]([CH3:8])([CH3:7])[CH3:6].[H][H]. (3) Given the product [CH2:1]([C:5]1[N:6]=[C:7]([CH2:27][CH3:28])[N:8]([C:36]2[CH:35]=[CH:34][C:33]3[O:29][CH2:30][CH2:31][C:32]=3[CH:37]=2)[C:9](=[O:26])[C:10]=1[CH2:11][C:12]1[CH:17]=[CH:16][C:15]([C:18]2[C:19]([C:24]#[N:25])=[CH:20][CH:21]=[CH:22][CH:23]=2)=[CH:14][CH:13]=1)[CH2:2][CH2:3][CH3:4], predict the reactants needed to synthesize it. The reactants are: [CH2:1]([C:5]1[N:6]=[C:7]([CH2:27][CH3:28])[NH:8][C:9](=[O:26])[C:10]=1[CH2:11][C:12]1[CH:17]=[CH:16][C:15]([C:18]2[C:19]([C:24]#[N:25])=[CH:20][CH:21]=[CH:22][CH:23]=2)=[CH:14][CH:13]=1)[CH2:2][CH2:3][CH3:4].[O:29]1[C:33]2[CH:34]=[CH:35][C:36](B(O)O)=[CH:37][C:32]=2[CH2:31][CH2:30]1.N1C=CC=CC=1.C(N(CC)CC)C. (4) Given the product [Cl:22][C:19]1[CH:20]=[CH:21][C:16]2[CH2:15][O:14][C:11]3([CH2:10][CH2:9][NH:8][CH2:13][CH2:12]3)[C:17]=2[CH:18]=1, predict the reactants needed to synthesize it. The reactants are: C([N:8]1[CH2:13][CH2:12][C:11]2([C:17]3[CH:18]=[C:19]([Cl:22])[CH:20]=[CH:21][C:16]=3[CH2:15][O:14]2)[CH2:10][CH2:9]1)C1C=CC=CC=1.ClC(OCCCl)=O.